This data is from Forward reaction prediction with 1.9M reactions from USPTO patents (1976-2016). The task is: Predict the product of the given reaction. (1) Given the reactants C(Cl)Cl.[CH2:4]([C:7]1[C:15]2[O:14][N:13]=[C:12]([CH2:16][C:17]([CH3:20])([CH3:19])[CH3:18])[C:11]=2[CH:10]=[CH:9][C:8]=1[O:21][CH2:22][CH2:23][CH2:24][C:25]([OH:27])=O)[CH2:5][CH3:6].C1N=CN(C(N2C=NC=C2)=O)C=1.[CH2:40]([NH2:44])[CH2:41][CH2:42][CH3:43], predict the reaction product. The product is: [CH2:40]([NH:44][C:25](=[O:27])[CH2:24][CH2:23][CH2:22][O:21][C:8]1[CH:9]=[CH:10][C:11]2[C:12]([CH2:16][C:17]([CH3:20])([CH3:19])[CH3:18])=[N:13][O:14][C:15]=2[C:7]=1[CH2:4][CH2:5][CH3:6])[CH2:41][CH2:42][CH3:43]. (2) The product is: [Br:18][C:15]1[CH:16]=[CH:17][C:12]([CH:5]([CH:6]2[CH2:7][CH2:8][CH2:9][CH2:10][CH2:11]2)[O:32][C@@H:27]([CH2:28][CH:29]([CH3:30])[CH3:31])[C:26]([NH:25][CH2:24][C:22]#[N:23])=[O:33])=[CH:13][CH:14]=1. Given the reactants ClC(Cl)(Cl)C(=N)O[CH:5]([C:12]1[CH:17]=[CH:16][C:15]([Br:18])=[CH:14][CH:13]=1)[CH:6]1[CH2:11][CH2:10][CH2:9][CH2:8][CH2:7]1.[C:22]([CH2:24][NH:25][C:26](=[O:33])[C@@H:27]([OH:32])[CH2:28][CH:29]([CH3:31])[CH3:30])#[N:23].CC1C=CC(S([O-])(=O)=O)=CC=1.C1C=C[NH+]=CC=1, predict the reaction product. (3) Given the reactants C(OC([N:8]1[C:12]2=[N:13][CH:14]=[C:15]([Br:17])[CH:16]=[C:11]2[C:10]([CH:18]([C:20]2[C:21]([F:43])=[N:22][C:23]([N:26](C(OC(C)(C)C)=O)CC3C=CC(OC)=CC=3)=[CH:24][CH:25]=2)O)=[CH:9]1)=O)(C)(C)C.C([SiH](CC)CC)C.FC(F)(F)C(O)=O, predict the reaction product. The product is: [Br:17][C:15]1[CH:16]=[C:11]2[C:10]([CH2:18][C:20]3[CH:25]=[CH:24][C:23]([NH2:26])=[N:22][C:21]=3[F:43])=[CH:9][NH:8][C:12]2=[N:13][CH:14]=1. (4) Given the reactants [Li]CCCC.Br[C:7]1[CH:16]=[CH:15][C:14]2[C:9](=[CH:10][CH:11]=[CH:12][CH:13]=2)[CH:8]=1.[Sn:17](Cl)([CH2:26][CH2:27][CH2:28][CH3:29])([CH2:22][CH2:23][CH2:24][CH3:25])[CH2:18][CH2:19][CH2:20][CH3:21], predict the reaction product. The product is: [CH2:26]([Sn:17]([CH2:18][CH2:19][CH2:20][CH3:21])([CH2:22][CH2:23][CH2:24][CH3:25])[C:7]1[CH:16]=[CH:15][C:14]2[C:9](=[CH:10][CH:11]=[CH:12][CH:13]=2)[CH:8]=1)[CH2:27][CH2:28][CH3:29]. (5) The product is: [Br:1][C:18]1[C:17]([CH3:25])=[C:16]([C:13]2[CH:14]=[CH:15][C:10]([Cl:9])=[CH:11][CH:12]=2)[NH:20][C:19]=1[C:21](=[O:24])[CH2:22][CH3:23]. Given the reactants [Br:1]N1C(=O)CCC1=O.[Cl:9][C:10]1[CH:15]=[CH:14][C:13]([C:16]2[NH:20][C:19]([C:21](=[O:24])[CH2:22][CH3:23])=[CH:18][C:17]=2[CH3:25])=[CH:12][CH:11]=1.C(OCC)(=O)C, predict the reaction product. (6) Given the reactants [CH3:1][C:2]1([NH2:14])[C:12]2=[C:13]3[C:8](=[CH:9][CH:10]=[CH:11]2)[CH:7]=[CH:6][CH:5]=[C:4]3[CH2:3]1.C([O-])([O-])=O.[K+].[K+].[I-].C([N+]1(C)[CH2:29][CH2:28][C:27](=[O:30])[CH2:26][CH2:25]1)C, predict the reaction product. The product is: [CH3:1][C:2]1([N:14]2[CH2:29][CH2:28][C:27](=[O:30])[CH2:26][CH2:25]2)[C:12]2=[C:13]3[C:8](=[CH:9][CH:10]=[CH:11]2)[CH:7]=[CH:6][CH:5]=[C:4]3[CH2:3]1. (7) Given the reactants COC(=O)[C:4]1[CH:9]=[CH:8][CH:7]=[C:6]([NH:10][C:11](=[O:38])[CH2:12][N:13]2[N:19]=[C:18]([CH:20]3[CH2:25][CH2:24][CH2:23][CH2:22][CH2:21]3)[C:17]3[CH:26]=[CH:27][CH:28]=[CH:29][C:16]=3[N:15]([CH2:30][C:31](=[O:36])[C:32]([CH3:35])([CH3:34])[CH3:33])[C:14]2=[O:37])[CH:5]=1.CC(C)(C)C(=O)CN1C2C=CC=CC=2C(CC(C)C)=NN(CC(O)=O)C1=O.[C:67]([O:71][C:72](=[O:82])[N:73](C1C=CC=C(N)C=1)[CH3:74])([CH3:70])([CH3:69])[CH3:68].C1(C2C3C=CC=CC=3N(CC(=O)C(C)(C)C)C(=O)N(CC(O)=O)N=2)CCCCC1.COC(=O)C1C=CC=C(N)C=1, predict the reaction product. The product is: [C:67]([O:71][C:72](=[O:82])[N:73]([C:4]1[CH:9]=[CH:8][CH:7]=[C:6]([NH:10][C:11](=[O:38])[CH2:12][N:13]2[N:19]=[C:18]([CH:17]3[CH2:16][CH2:29][CH2:28][CH2:27][CH2:26]3)[C:20]3[CH:21]=[CH:22][CH:23]=[CH:24][C:25]=3[N:15]([CH2:30][C:31](=[O:36])[C:32]([CH3:34])([CH3:35])[CH3:33])[C:14]2=[O:37])[CH:5]=1)[CH3:74])([CH3:70])([CH3:69])[CH3:68]. (8) Given the reactants C([O:3][C:4](=[O:23])[CH2:5][N:6]1[CH2:11][CH2:10][CH:9]([C:12](=[O:22])[C:13]2[CH:18]=[CH:17][C:16]([O:19][CH3:20])=[C:15]([CH3:21])[CH:14]=2)[CH2:8][CH2:7]1)C.[Li+].[OH-].[Li+].[Cl-], predict the reaction product. The product is: [CH3:20][O:19][C:16]1[CH:17]=[CH:18][C:13]([C:12]([CH:9]2[CH2:10][CH2:11][N:6]([CH2:5][C:4]([OH:23])=[O:3])[CH2:7][CH2:8]2)=[O:22])=[CH:14][C:15]=1[CH3:21]. (9) Given the reactants [CH2:1]([Mg]Br)[CH3:2].C([C:7]1[CH:8]=[N:9][CH:10]=[N:11][CH:12]=1)#C.[Cl:13][C:14]1[CH:19]=[CH:18][CH:17]=[CH:16][C:15]=1[C:20]1[O:24][N:23]=[C:22]([CH2:25][O:26][CH:27]2[CH2:32][CH2:31][CH2:30][CH2:29][O:28]2)[C:21]=1[CH:33]=[O:34], predict the reaction product. The product is: [Cl:13][C:14]1[CH:19]=[CH:18][CH:17]=[CH:16][C:15]=1[C:20]1[O:24][N:23]=[C:22]([CH2:25][O:26][CH:27]2[CH2:32][CH2:31][CH2:30][CH2:29][O:28]2)[C:21]=1[CH:33]([OH:34])[C:1]#[C:2][C:10]1[N:11]=[CH:12][CH:7]=[CH:8][N:9]=1.